This data is from Reaction yield outcomes from USPTO patents with 853,638 reactions. The task is: Predict the reaction yield, written as a fraction of the theoretical maximum amount of product (1.0 means a 100% yield; for example, 0.34 means a 34% yield). (1) The reactants are [OH:1][B:2]([OH:11])[C:3]1[S:7][C:6]([C:8]([OH:10])=[O:9])=[CH:5][CH:4]=1.O[C:13]([C:16](O)([CH3:18])[CH3:17])([CH3:15])[CH3:14].O. The catalyst is C1(C)C=CC=CC=1. The product is [CH3:14][C:13]1([CH3:15])[C:16]([CH3:18])([CH3:17])[O:1][B:2]([C:3]2[S:7][C:6]([C:8]([OH:10])=[O:9])=[CH:5][CH:4]=2)[O:11]1. The yield is 0.750. (2) The reactants are [Br:1][C:2]1[S:3][C:4]2[C:10]([OH:11])=[C:9]([C@H:12]([O:18][C:19]([CH3:22])([CH3:21])[CH3:20])[C:13]([O:15][CH2:16][CH3:17])=[O:14])[C:8]([CH3:23])=[CH:7][C:5]=2[N:6]=1.[B-](F)(F)(F)[F:25].[B-](F)(F)(F)F.C1[N+]2(CCl)CC[N+](F)(CC2)C1. The catalyst is C(#N)C. The product is [Br:1][C:2]1[S:3][C:4]2[C:10]([OH:11])=[C:9]([C@H:12]([O:18][C:19]([CH3:22])([CH3:21])[CH3:20])[C:13]([O:15][CH2:16][CH3:17])=[O:14])[C:8]([CH3:23])=[C:7]([F:25])[C:5]=2[N:6]=1. The yield is 0.350. (3) The reactants are [C:1]([C:4]1[CH:5]=[C:6]([S:10](Cl)(=[O:12])=[O:11])[CH:7]=[CH:8][CH:9]=1)(=[O:3])[CH3:2].[NH2:14][C:15]1[CH:16]=[C:17]([OH:24])[C:18](=[CH:22][CH:23]=1)[C:19]([OH:21])=[O:20]. No catalyst specified. The product is [C:1]([C:4]1[CH:5]=[C:6]([S:10]([NH:14][C:15]2[CH:23]=[CH:22][C:18]([C:19]([OH:21])=[O:20])=[C:17]([OH:24])[CH:16]=2)(=[O:12])=[O:11])[CH:7]=[CH:8][CH:9]=1)(=[O:3])[CH3:2]. The yield is 0.210. (4) The reactants are [Br:1][C:2]1[C:3]([F:16])=[C:4](NC(=O)OC(C)(C)C)[CH:5]=[CH:6][CH:7]=1.[CH:17](=O)/[CH:18]=[CH:19]/[CH3:20].[OH-].[NH4+:23]. The catalyst is Cl.O1CCOCC1. The product is [Br:1][C:2]1[C:3]([F:16])=[C:4]2[C:5]([CH:17]=[CH:18][C:19]([CH3:20])=[N:23]2)=[CH:6][CH:7]=1. The yield is 0.602. (5) The reactants are I[C:2]1[N:6]([CH3:7])[N:5]=[CH:4][CH:3]=1.[F:8][C:9]1([F:24])[CH2:14][CH2:13][C:12](B2OC(C)(C)C(C)(C)O2)=[CH:11][CH2:10]1.C(=O)([O-])[O-].[Cs+].[Cs+].O1CCOCC1. The catalyst is C1C=CC([P]([Pd]([P](C2C=CC=CC=2)(C2C=CC=CC=2)C2C=CC=CC=2)([P](C2C=CC=CC=2)(C2C=CC=CC=2)C2C=CC=CC=2)[P](C2C=CC=CC=2)(C2C=CC=CC=2)C2C=CC=CC=2)(C2C=CC=CC=2)C2C=CC=CC=2)=CC=1.O. The product is [F:8][C:9]1([F:24])[CH2:14][CH2:13][C:12]([C:2]2[N:6]([CH3:7])[N:5]=[CH:4][CH:3]=2)=[CH:11][CH2:10]1. The yield is 0.940. (6) The reactants are [N:1]1[CH:6]=[CH:5][CH:4]=[C:3]([CH2:7][CH2:8][CH2:9][OH:10])[CH:2]=1.C[Si]([N-][Si](C)(C)C)(C)C.[Li+].[CH:21]1([NH:24][C:25]([C:27]2[S:40][C:30]3=[N:31][C:32](S(C)=O)=[C:33]([Cl:36])[C:34]([CH3:35])=[C:29]3[C:28]=2[NH2:41])=[O:26])[CH2:23][CH2:22]1. The catalyst is C1COCC1. The product is [CH:21]1([NH:24][C:25]([C:27]2[S:40][C:30]3=[N:31][C:32]([O:10][CH2:9][CH2:8][CH2:7][C:3]4[CH:2]=[N:1][CH:6]=[CH:5][CH:4]=4)=[C:33]([Cl:36])[C:34]([CH3:35])=[C:29]3[C:28]=2[NH2:41])=[O:26])[CH2:23][CH2:22]1. The yield is 0.580. (7) The reactants are [O:1]1[C:5]2=[N:6][CH:7]=[CH:8][CH:9]=[C:4]2[CH2:3][C:2]21[CH:14]1[CH2:15][CH2:16][N:11]([CH2:12][CH2:13]1)[CH2:10]2.C([O-])(=O)C.[Na+].[Br:22]Br.C(=O)([O-])[O-].[Na+].[Na+]. The catalyst is C(O)(=O)C. The product is [Br:22][C:8]1[CH:9]=[C:4]2[CH2:3][C:2]3([CH:14]4[CH2:13][CH2:12][N:11]([CH2:16][CH2:15]4)[CH2:10]3)[O:1][C:5]2=[N:6][CH:7]=1. The yield is 0.810.